Dataset: Rat liver microsome stability data. Task: Regression/Classification. Given a drug SMILES string, predict its absorption, distribution, metabolism, or excretion properties. Task type varies by dataset: regression for continuous measurements (e.g., permeability, clearance, half-life) or binary classification for categorical outcomes (e.g., BBB penetration, CYP inhibition). Dataset: rlm. (1) The drug is Cc1ccc(NS(=O)(=O)c2cccc(C(=O)Nc3nc(-c4ccccc4)cs3)c2)cc1. The result is 1 (stable in rat liver microsomes). (2) The molecule is CCCN(C)C(=O)COC(=O)C=Cc1ccc(NC(=O)C2(NC(=O)c3ccc4c(C5CCCC5)c(-c5ncc(Cl)cn5)n(C)c4c3)CCC2)cc1OCC. The result is 1 (stable in rat liver microsomes). (3) The drug is Cc1cc(F)ccc1S(=O)(=O)Nc1cnccc1C(=O)Nc1nc(-c2ccccc2)cs1. The result is 1 (stable in rat liver microsomes). (4) The compound is Cc1nnc(O)cc1-c1ccc(OC2CCN(C3CCC3)CC2)cc1. The result is 0 (unstable in rat liver microsomes). (5) The molecule is Cc1ccc(-c2nc(C)c([C@H](OC(C)(C)C)C(=O)O)c(-c3ccc4c(c3Cl)NCCO4)c2C)cc1C. The result is 0 (unstable in rat liver microsomes). (6) The compound is C[N+]1(CC2CC2)CC[C@]23c4c5ccc(O)c4O[C@H]2C(=O)CC[C@@]3(O)[C@H]1C5. The result is 0 (unstable in rat liver microsomes). (7) The result is 0 (unstable in rat liver microsomes). The drug is N#Cc1cc(Cl)cc(-c2cc(-c3ccc(F)cn3)ncn2)c1.